Dataset: Reaction yield outcomes from USPTO patents with 853,638 reactions. Task: Predict the reaction yield, written as a fraction of the theoretical maximum amount of product (1.0 means a 100% yield; for example, 0.34 means a 34% yield). (1) The reactants are Br[C:2]1[C:14](=[O:15])[N:13]([CH:16]2[CH2:20][CH2:19][CH2:18][CH2:17]2)[C:5]2[N:6]=[C:7]([NH:11][CH3:12])[N:8]=[C:9]([CH3:10])[C:4]=2[CH:3]=1.C[O:22][B:23](OC)[O:24]C.[Li]CCCC. The catalyst is C1COCC1. The product is [CH:16]1([N:13]2[C:5]3[N:6]=[C:7]([NH:11][CH3:12])[N:8]=[C:9]([CH3:10])[C:4]=3[CH:3]=[C:2]([B:23]([OH:24])[OH:22])[C:14]2=[O:15])[CH2:20][CH2:19][CH2:18][CH2:17]1. The yield is 0.180. (2) The reactants are [C:1]([C:5]1[CH:12]=[CH:11][C:8]([CH:9]=O)=[CH:7][CH:6]=1)([CH3:4])([CH3:3])[CH3:2].[NH2:13][C:14]1[CH:19]=[CH:18][CH:17]=[CH:16][N:15]=1.C([O:22][C:23](=O)[C:24]([OH:35])=[CH:25][C:26](=[O:34])[C:27]1[CH:32]=[CH:31][C:30]([CH3:33])=[CH:29][CH:28]=1)C. No catalyst specified. The product is [C:1]([C:5]1[CH:12]=[CH:11][C:8]([CH:9]2[N:13]([C:14]3[CH:19]=[CH:18][CH:17]=[CH:16][N:15]=3)[C:23](=[O:22])[C:24]([OH:35])=[C:25]2[C:26](=[O:34])[C:27]2[CH:28]=[CH:29][C:30]([CH3:33])=[CH:31][CH:32]=2)=[CH:7][CH:6]=1)([CH3:4])([CH3:3])[CH3:2]. The yield is 0.190.